Predict which catalyst facilitates the given reaction. From a dataset of Catalyst prediction with 721,799 reactions and 888 catalyst types from USPTO. Reactant: [CH3:1][O:2][C:3]1[CH:19]=[CH:18][C:6]([CH2:7][NH:8][CH2:9][C:10]2[CH:15]=[CH:14][C:13]([O:16][CH3:17])=[CH:12][CH:11]=2)=[CH:5][CH:4]=1.[Br:20][C:21]1[CH:22]=[C:23](F)[C:24]([N+:29]([O-:31])=[O:30])=[C:25]([CH:28]=1)[NH:26][CH3:27].CCN(CC)CC. Product: [Br:20][C:21]1[CH:28]=[C:25]([NH:26][CH3:27])[C:24]([N+:29]([O-:31])=[O:30])=[C:23]([N:8]([CH2:7][C:6]2[CH:5]=[CH:4][C:3]([O:2][CH3:1])=[CH:19][CH:18]=2)[CH2:9][C:10]2[CH:15]=[CH:14][C:13]([O:16][CH3:17])=[CH:12][CH:11]=2)[CH:22]=1. The catalyst class is: 25.